This data is from Full USPTO retrosynthesis dataset with 1.9M reactions from patents (1976-2016). The task is: Predict the reactants needed to synthesize the given product. (1) Given the product [Cl:1][C:2]1[N:10]=[CH:9][N:8]=[C:7]2[C:3]=1[N:4]=[C:5]([C:22]#[C:21][C:19]([CH3:20])([OH:23])[CH3:18])[N:6]2[CH:11]1[CH2:16][CH2:15][CH2:14][CH2:13][O:12]1, predict the reactants needed to synthesize it. The reactants are: [Cl:1][C:2]1[N:10]=[CH:9][N:8]=[C:7]2[C:3]=1[N:4]=[C:5](I)[N:6]2[CH:11]1[CH2:16][CH2:15][CH2:14][CH2:13][O:12]1.[CH3:18][C:19]([OH:23])([C:21]#[CH:22])[CH3:20].C(N(CC)CC)C.[Cl-].[NH4+]. (2) Given the product [S:12]1[CH:13]=[C:9]([C:6]2[CH:7]=[CH:8][C:3]([CH2:2][C:29]3[CH:30]=[CH:31][C:24]4[CH2:23][CH2:22][N:21]([C:19]([O:18][C:15]([CH3:14])([CH3:16])[CH3:17])=[O:20])[CH2:27][CH2:26][C:25]=4[CH:28]=3)=[CH:4][CH:5]=2)[N:10]=[N:11]1, predict the reactants needed to synthesize it. The reactants are: Br[CH2:2][C:3]1[CH:8]=[CH:7][C:6]([C:9]2[N:10]=[N:11][S:12][CH:13]=2)=[CH:5][CH:4]=1.[CH3:14][C:15]([O:18][C:19]([N:21]1[CH2:27][CH2:26][C:25]2[CH:28]=[CH:29][C:30](B(O)O)=[CH:31][C:24]=2[CH2:23][CH2:22]1)=[O:20])([CH3:17])[CH3:16].C(=O)([O-])[O-].[Na+].[Na+]. (3) Given the product [C:26]([CH2:25][N:1]1[CH2:6][CH2:5][CH:4]([CH2:7][NH:8][C:9](=[O:24])[C:10]2[CH:11]=[C:12]([C:20]([F:21])([F:22])[F:23])[CH:13]=[C:14]([C:16]([F:18])([F:19])[F:17])[CH:15]=2)[CH2:3][CH2:2]1)#[N:27], predict the reactants needed to synthesize it. The reactants are: [NH:1]1[CH2:6][CH2:5][CH:4]([CH2:7][NH:8][C:9](=[O:24])[C:10]2[CH:15]=[C:14]([C:16]([F:19])([F:18])[F:17])[CH:13]=[C:12]([C:20]([F:23])([F:22])[F:21])[CH:11]=2)[CH2:3][CH2:2]1.[CH3:25][CH2:26][N:27](C(C)C)C(C)C.BrCC#N.